The task is: Predict the reactants needed to synthesize the given product.. This data is from Full USPTO retrosynthesis dataset with 1.9M reactions from patents (1976-2016). (1) The reactants are: [NH2:1][CH2:2][C:3]1[C:12](=[O:13])[C:11]2[C:6](=[CH:7][C:8]([Cl:14])=[CH:9][CH:10]=2)[N:5]([C:15]2[CH:20]=[CH:19][CH:18]=[CH:17][CH:16]=2)[C:4]=1[C:21]([N:23]([CH3:25])[CH3:24])=[O:22].[O:26]1[C:31]2[CH:32]=[CH:33][C:34]([C:36](O)=[O:37])=[CH:35][C:30]=2[O:29][CH2:28][CH2:27]1. Given the product [CH3:24][N:23]([CH3:25])[C:21]([C:4]1[N:5]([C:15]2[CH:20]=[CH:19][CH:18]=[CH:17][CH:16]=2)[C:6]2[C:11]([C:12](=[O:13])[C:3]=1[CH2:2][NH:1][C:36]([C:34]1[CH:33]=[CH:32][C:31]3[O:26][CH2:27][CH2:28][O:29][C:30]=3[CH:35]=1)=[O:37])=[CH:10][CH:9]=[C:8]([Cl:14])[CH:7]=2)=[O:22], predict the reactants needed to synthesize it. (2) Given the product [CH2:1]([N:8]1[C:12]2[CH:13]=[C:14]([NH:21][CH:22]3[CH2:27][CH2:26][N:25]([CH3:33])[CH2:24][CH2:23]3)[C:15]3[N:16]([C:17]([CH3:20])=[N:18][N:19]=3)[C:11]=2[CH:10]=[C:9]1[CH3:28])[C:2]1[CH:3]=[CH:4][CH:5]=[CH:6][CH:7]=1, predict the reactants needed to synthesize it. The reactants are: [CH2:1]([N:8]1[C:12]2[CH:13]=[C:14]([NH:21][CH:22]3[CH2:27][CH2:26][NH:25][CH2:24][CH2:23]3)[C:15]3[N:16]([C:17]([CH3:20])=[N:18][N:19]=3)[C:11]=2[CH:10]=[C:9]1[CH3:28])[C:2]1[CH:7]=[CH:6][CH:5]=[CH:4][CH:3]=1.C=O.[BH-](OC(C)=O)(OC(C)=O)O[C:33](C)=O.[Na+]. (3) Given the product [CH3:1][O:2][C:3](=[O:15])[C:4]1[CH:9]=[CH:8][C:7]([N:18]([CH3:19])[CH3:17])=[C:6]([S:11]([CH3:14])(=[O:13])=[O:12])[CH:5]=1, predict the reactants needed to synthesize it. The reactants are: [CH3:1][O:2][C:3](=[O:15])[C:4]1[CH:9]=[CH:8][C:7](F)=[C:6]([S:11]([CH3:14])(=[O:13])=[O:12])[CH:5]=1.Cl.[CH3:17][NH:18][CH3:19].C(=O)([O-])[O-].[K+].[K+]. (4) The reactants are: [CH2:1]([O:3][C:4]1[CH:17]=[C:16]2[C:7]([C:8]([C:19]3[CH:20]=[CH:21][C:22](=[O:26])[N:23]([CH3:25])[CH:24]=3)=[N:9][C@H:10]3[C@@H:15]2[CH2:14][C@H:13]([OH:18])[CH2:12][CH2:11]3)=[CH:6][C:5]=1[O:27][CH3:28])[CH3:2].[C:29]([OH:36])(=[O:35])/[CH:30]=[CH:31]/[C:32]([OH:34])=[O:33]. Given the product [C:29]([OH:36])(=[O:35])/[CH:30]=[CH:31]/[C:32]([OH:34])=[O:33].[CH2:1]([O:3][C:4]1[CH:17]=[C:16]2[C:7]([C:8]([C:19]3[CH:20]=[CH:21][C:22](=[O:26])[N:23]([CH3:25])[CH:24]=3)=[N:9][C@H:10]3[C@@H:15]2[CH2:14][C@H:13]([OH:18])[CH2:12][CH2:11]3)=[CH:6][C:5]=1[O:27][CH3:28])[CH3:2], predict the reactants needed to synthesize it. (5) Given the product [N:19]1[C:18]([CH2:17][S:8][C:6]2[N:5]=[C:4]([OH:9])[CH:3]=[C:2]([CH3:1])[N:7]=2)=[CH:26][N:21]2[CH:22]=[CH:23][CH:24]=[CH:25][C:20]=12, predict the reactants needed to synthesize it. The reactants are: [CH3:1][C:2]1[N:7]=[C:6]([SH:8])[N:5]=[C:4]([OH:9])[CH:3]=1.C(=O)([O-])[O-].[K+].[K+].Br[CH2:17][C:18]1[N:19]=[C:20]2[CH:25]=[CH:24][CH:23]=[CH:22][N:21]2[CH:26]=1. (6) Given the product [CH3:16][N:8]1[C:9]2[C:5](=[CH:4][C:3]([OH:2])=[C:11]([C:12]([F:13])([F:14])[F:15])[CH:10]=2)[C:6]([CH3:17])=[CH:7]1, predict the reactants needed to synthesize it. The reactants are: C[O:2][C:3]1[CH:4]=[C:5]2[C:9](=[CH:10][C:11]=1[C:12]([F:15])([F:14])[F:13])[N:8]([CH3:16])[CH:7]=[C:6]2[CH3:17].B(Br)(Br)Br. (7) Given the product [NH:1]1[C:9]2[C:4](=[CH:5][C:6]([CH2:10][NH:13][CH3:12])=[CH:7][CH:8]=2)[CH:3]=[CH:2]1, predict the reactants needed to synthesize it. The reactants are: [NH:1]1[C:9]2[C:4](=[CH:5][C:6]([CH:10]=O)=[CH:7][CH:8]=2)[CH:3]=[CH:2]1.[CH3:12][NH2:13].[BH4-].[Na+].O.